Dataset: Full USPTO retrosynthesis dataset with 1.9M reactions from patents (1976-2016). Task: Predict the reactants needed to synthesize the given product. Given the product [CH2:1]1[CH2:6][C@H:5]2[NH2:7][Pt:15]3([O:13][C:11](=[O:12])[C:9](=[O:14])[O:10]3)[NH2:8][C@@H:4]2[CH2:3][CH2:2]1, predict the reactants needed to synthesize it. The reactants are: [CH2:1]1[CH2:6][C@@H:5]([NH2:7])[C@H:4]([NH2:8])[CH2:3][CH2:2]1.[C:9]([OH:14])([C:11]([OH:13])=[O:12])=[O:10].[Pt:15].C(O)[C@H]1O[C@H](O[C@]2(CO)O[C@H](CO)[C@@H](O)[C@@H]2O)[C@H](O)[C@@H](O)[C@@H]1O.